Task: Predict the product of the given reaction.. Dataset: Forward reaction prediction with 1.9M reactions from USPTO patents (1976-2016) (1) Given the reactants [CH2:1]([CH:3]1[CH2:6][CH:5]([N:7]2[CH:11]=[C:10]([CH2:12][OH:13])[N:9]=[CH:8]2)[CH2:4]1)[CH3:2].C(=O)(O)[O-].[Na+].II.S([O-])([O-])(=O)=S.[Na+].[Na+], predict the reaction product. The product is: [CH2:1]([CH:3]1[CH2:4][CH:5]([N:7]2[CH:11]=[C:10]([CH:12]=[O:13])[N:9]=[CH:8]2)[CH2:6]1)[CH3:2]. (2) Given the reactants C([N:3]([CH2:6][CH3:7])CC)C.[Cl:8][C:9]1[CH:17]=[C:16]2[C:12]([C@@:13]3([C:26]4([CH2:31][CH2:30][C:29]([CH3:33])([CH3:32])[CH2:28][CH2:27]4)[N:25]4[C@@H:20]([C:21](=[O:46])[O:22][C@@H:23]([C:40]5[CH:45]=[CH:44][CH:43]=[CH:42][CH:41]=5)[C@H:24]4C4C=CC=CC=4)[C@@H:19]3[C:47]3[CH:52]=[CH:51][N:50]=[C:49]([Cl:53])[C:48]=3[F:54])[C:14](=[O:18])[NH:15]2)=[CH:11][CH:10]=1.[Cl-].[NH4+].[CH3:57][OH:58], predict the reaction product. The product is: [Cl:8][C:9]1[CH:17]=[C:16]2[C:12]([C:13]3([C@@H:19]([C:47]4[CH:52]=[CH:51][N:50]=[C:49]([Cl:53])[C:48]=4[F:54])[C@H:20]([C:21]([NH:3][C@@H:6]4[CH2:7][CH2:12][C@@H:13]([CH2:14][OH:18])[O:58][CH2:57]4)=[O:46])[N:25]([C@H:24]([C:26]4[CH:31]=[CH:30][CH:29]=[CH:28][CH:27]=4)[C@@H:23]([OH:22])[C:40]4[CH:41]=[CH:42][CH:43]=[CH:44][CH:45]=4)[C:26]43[CH2:31][CH2:30][C:29]([CH3:33])([CH3:32])[CH2:28][CH2:27]4)[C:14](=[O:18])[NH:15]2)=[CH:11][CH:10]=1. (3) Given the reactants [F:1][C:2]1[CH:3]=[C:4]([CH2:8][CH2:9][N:10]2[CH2:15][CH2:14][CH2:13][CH2:12][CH2:11]2)[CH:5]=[CH:6][CH:7]=1.[BH4-].[Na+].[OH2:18], predict the reaction product. The product is: [F:1][C:2]1[CH:3]=[C:4]([CH:8]([OH:18])[CH2:9][N:10]2[CH2:11][CH2:12][CH2:13][CH2:14][CH2:15]2)[CH:5]=[CH:6][CH:7]=1. (4) Given the reactants [C:1]1([S:7]([OH:10])(=[O:9])=[O:8])[CH:6]=[CH:5][CH:4]=[CH:3][CH:2]=1.[CH3:11][O:12][C:13]([C@@H:15]([N:23]1[CH2:31][C:27]2[CH:28]=[CH:29][S:30][C:26]=2[CH2:25][CH2:24]1)[C:16]1[CH:17]=[CH:18][CH:19]=[CH:20][C:21]=1[Cl:22])=[O:14], predict the reaction product. The product is: [CH3:11][O:12][C:13]([C@@H:15]([N:23]1[CH2:31][C:27]2[CH:28]=[CH:29][S:30][C:26]=2[CH2:25][CH2:24]1)[C:16]1[C:21]([Cl:22])=[CH:20][CH:19]=[CH:18][CH:17]=1)=[O:14].[CH:4]1[CH:5]=[CH:6][C:1]([S:7]([OH:10])(=[O:9])=[O:8])=[CH:2][CH:3]=1. (5) Given the reactants [Cl:1][C:2]1[CH:22]=[CH:21][CH:20]=[C:19]([CH3:23])[C:3]=1[CH2:4][N:5]1[C:13]2[C:8](=[CH:9][CH:10]=[C:11]([CH2:14][C:15]([OH:17])=[O:16])[CH:12]=2)[C:7]([CH3:18])=[N:6]1.[OH-].[K+:25], predict the reaction product. The product is: [Cl:1][C:2]1[CH:22]=[CH:21][CH:20]=[C:19]([CH3:23])[C:3]=1[CH2:4][N:5]1[C:13]2[C:8](=[CH:9][CH:10]=[C:11]([CH2:14][C:15]([O-:17])=[O:16])[CH:12]=2)[C:7]([CH3:18])=[N:6]1.[K+:25]. (6) Given the reactants [CH:1]1([CH2:4][O:5][C:6]2[CH:11]=[CH:10][C:9]([F:12])=[CH:8][C:7]=2[C:13]2[C:14]3[N:21]([CH2:22][O:23][CH2:24][CH2:25][Si:26]([CH3:29])([CH3:28])[CH3:27])[C:20]([CH3:30])=[C:19]([C:31](O)=[O:32])[C:15]=3[N:16]=[CH:17][N:18]=2)[CH2:3][CH2:2]1.[NH2:34][C@@H:35]1[CH2:40][CH2:39][N:38]([C:41]([O:43][C:44]([CH3:47])([CH3:46])[CH3:45])=[O:42])[CH2:37][C@H:36]1[OH:48], predict the reaction product. The product is: [CH:1]1([CH2:4][O:5][C:6]2[CH:11]=[CH:10][C:9]([F:12])=[CH:8][C:7]=2[C:13]2[C:14]3[N:21]([CH2:22][O:23][CH2:24][CH2:25][Si:26]([CH3:27])([CH3:28])[CH3:29])[C:20]([CH3:30])=[C:19]([C:31]([NH:34][C@@H:35]4[CH2:40][CH2:39][N:38]([C:41]([O:43][C:44]([CH3:46])([CH3:45])[CH3:47])=[O:42])[CH2:37][C@H:36]4[OH:48])=[O:32])[C:15]=3[N:16]=[CH:17][N:18]=2)[CH2:2][CH2:3]1. (7) Given the reactants F[C:2]1[C:7]([C:8]2[CH:9]=[CH:10][C:11]3[O:17][CH2:16][CH2:15][N:14]4[CH:18]=[CH:19][N:20]=[C:13]4[C:12]=3[CH:21]=2)=[CH:6][CH:5]=[CH:4][N:3]=1.Cl.C[O:24]CCOC, predict the reaction product. The product is: [N:20]1[CH:19]=[CH:18][N:14]2[C:13]=1[C:12]1[CH:21]=[C:8]([C:7]3[C:2](=[O:24])[NH:3][CH:4]=[CH:5][CH:6]=3)[CH:9]=[CH:10][C:11]=1[O:17][CH2:16][CH2:15]2.